Dataset: Forward reaction prediction with 1.9M reactions from USPTO patents (1976-2016). Task: Predict the product of the given reaction. (1) Given the reactants [F:1][CH:2]([F:14])[O:3][C:4]1[CH:9]=[CH:8][C:7]([CH:10]=[CH:11][O:12]C)=[CH:6][CH:5]=1.Cl, predict the reaction product. The product is: [F:1][CH:2]([F:14])[O:3][C:4]1[CH:5]=[CH:6][C:7]([CH2:10][CH:11]=[O:12])=[CH:8][CH:9]=1. (2) The product is: [CH2:1]([C@H:4]1[N:11]([S:26]([C:24]2[CH:23]=[CH:22][CH:21]=[C:20]3[C:25]=2[N:16]=[CH:17][CH:18]=[CH:19]3)(=[O:27])=[O:28])[CH2:10][C:9]2[CH:12]=[CH:13][CH:14]=[CH:15][C:8]=2[CH2:7][O:6][CH2:5]1)[CH:2]=[CH2:3]. Given the reactants [CH2:1]([C@H:4]1[NH:11][CH2:10][C:9]2[CH:12]=[CH:13][CH:14]=[CH:15][C:8]=2[CH2:7][O:6][CH2:5]1)[CH:2]=[CH2:3].[N:16]1[C:25]2[C:20](=[CH:21][CH:22]=[CH:23][C:24]=2[S:26](Cl)(=[O:28])=[O:27])[CH:19]=[CH:18][CH:17]=1, predict the reaction product. (3) Given the reactants [CH2:1]([C:8]1[C:20]([C:21]2[CH:26]=[CH:25][CH:24]=[C:23]([O:27]C)[CH:22]=2)=[C:11]2[N:12]=[CH:13][CH:14]=[C:15]([C:16]([F:19])([F:18])[F:17])[N:10]2[N:9]=1)[C:2]1[CH:7]=[CH:6][CH:5]=[CH:4][CH:3]=1.B(F)(F)F.S(C)C.O.CO, predict the reaction product. The product is: [CH2:1]([C:8]1[C:20]([C:21]2[CH:22]=[C:23]([OH:27])[CH:24]=[CH:25][CH:26]=2)=[C:11]2[N:12]=[CH:13][CH:14]=[C:15]([C:16]([F:19])([F:18])[F:17])[N:10]2[N:9]=1)[C:2]1[CH:7]=[CH:6][CH:5]=[CH:4][CH:3]=1. (4) Given the reactants C(O[C:9]1[CH:14]=[CH:13][C:12]([CH:15]2[CH2:20]CC[C:17](=[CH:21][C:22]([O:24][CH2:25][CH3:26])=[O:23])[CH2:16]2)=[CH:11][CH:10]=1)C1C=CC=CC=1.[C:27]1(C2CC(=O)C2)C=CC=CC=1, predict the reaction product. The product is: [C:12]1([CH:15]2[CH2:16][C:17](=[C:21]([CH3:27])[C:22]([O:24][CH2:25][CH3:26])=[O:23])[CH2:20]2)[CH:11]=[CH:10][CH:9]=[CH:14][CH:13]=1. (5) Given the reactants [C:1]1([C:7]2([C:13]3[CH:18]=[CH:17][CH:16]=[CH:15][CH:14]=3)[CH2:11][CH2:10][NH:9][C:8]2=[O:12])[CH:6]=[CH:5][CH:4]=[CH:3][CH:2]=1.CC(C)([O-])C.[K+].[F:25][C:26]([F:38])([F:37])[C:27]1[CH:28]=[C:29]([S:33](Cl)(=[O:35])=[O:34])[CH:30]=[CH:31][CH:32]=1, predict the reaction product. The product is: [C:13]1([C:7]2([C:1]3[CH:6]=[CH:5][CH:4]=[CH:3][CH:2]=3)[CH2:11][CH2:10][N:9]([S:33]([C:29]3[CH:30]=[CH:31][CH:32]=[C:27]([C:26]([F:25])([F:37])[F:38])[CH:28]=3)(=[O:35])=[O:34])[C:8]2=[O:12])[CH:14]=[CH:15][CH:16]=[CH:17][CH:18]=1. (6) Given the reactants Br[C:2]1[CH:15]=[CH:14][C:13]2[C:4](=[C:5]([C:22]3[CH:27]=[CH:26][CH:25]=[CH:24][CH:23]=3)[C:6]3[C:11]([C:12]=2[C:16]2[CH:21]=[CH:20][CH:19]=[CH:18][CH:17]=2)=[CH:10][CH:9]=[CH:8][CH:7]=3)[CH:3]=1.[CH:28]1[C:40]2[NH:39][C:38]3[C:33](=[CH:34][CH:35]=[CH:36][CH:37]=3)[C:32]=2[CH:31]=[CH:30][CH:29]=1.CC(C)([O-])C.[Na+].C(P(C(C)(C)C)C(C)(C)C)(C)(C)C, predict the reaction product. The product is: [C:22]1([C:5]2[C:6]3[C:11]([C:12]([C:16]4[CH:17]=[CH:18][CH:19]=[CH:20][CH:21]=4)=[C:13]4[C:4]=2[CH:3]=[C:2]([N:39]2[C:38]5[CH:37]=[CH:36][CH:35]=[CH:34][C:33]=5[C:32]5[C:40]2=[CH:28][CH:29]=[CH:30][CH:31]=5)[CH:15]=[CH:14]4)=[CH:10][CH:9]=[CH:8][CH:7]=3)[CH:27]=[CH:26][CH:25]=[CH:24][CH:23]=1. (7) Given the reactants [Si]([O:8][CH:9]1[CH2:13][CH:12]([N:14]2[C:23]3[CH:22]=[CH:21][CH:20]=[C:19]([Cl:24])[C:18]=3[C:17]3=[N:25][O:26][C:27]([CH3:28])=[C:16]3[C:15]2=[O:29])[CH:11]=[CH:10]1)(C(C)(C)C)(C)C.N1C=CC=CC=1.N1C=CC=CC=1.C1COCC1.C([O-])(O)=O.[Na+].C(OCC)(=O)C, predict the reaction product. The product is: [Cl:24][C:19]1[C:18]2[C:17]3[C:16](=[C:27]([CH3:28])[O:26][N:25]=3)[C:15](=[O:29])[N:14]([CH:12]3[CH2:13][CH:9]([OH:8])[CH:10]=[CH:11]3)[C:23]=2[CH:22]=[CH:21][CH:20]=1. (8) Given the reactants [F:1][C:2]([F:11])([F:10])[C:3]1[CH:4]=[C:5]([CH:7]=[CH:8][CH:9]=1)[NH2:6].[CH:12](=O)/[CH:13]=[CH:14]/[CH3:15].C(OCC)(=O)C, predict the reaction product. The product is: [CH3:15][C:14]1[CH:13]=[CH:12][C:7]2[C:5](=[CH:4][C:3]([C:2]([F:10])([F:11])[F:1])=[CH:9][CH:8]=2)[N:6]=1. (9) Given the reactants C(N(C(C)C)CC)(C)C.[CH3:10][C:11]1[C:16]2[C:17](=[O:31])[O:18][C:19]([C:21]3[C:30]4[C:25](=[CH:26][CH:27]=[CH:28][CH:29]=4)[CH:24]=[CH:23][CH:22]=3)=[N:20][C:15]=2[CH:14]=[CH:13][CH:12]=1.[CH:32]1([CH2:38][NH2:39])[CH2:37][CH2:36][CH2:35][CH2:34][CH2:33]1, predict the reaction product. The product is: [CH:32]1([CH2:38][NH:39][C:17]([C:16]2[C:11]([CH3:10])=[CH:12][CH:13]=[CH:14][C:15]=2[NH:20][C:19]([C:21]2[C:30]3[C:25](=[CH:26][CH:27]=[CH:28][CH:29]=3)[CH:24]=[CH:23][CH:22]=2)=[O:18])=[O:31])[CH2:37][CH2:36][CH2:35][CH2:34][CH2:33]1. (10) Given the reactants [C:1]([Cl:6])(=[O:5])[C:2](Cl)=[O:3].[C:7]1([C:13]2[CH:14]=[C:15]3[N:20]([CH:21]=2)[CH2:19][CH2:18][CH2:17][CH2:16]3)[CH:12]=[CH:11][CH:10]=[CH:9][CH:8]=1, predict the reaction product. The product is: [O:3]=[C:2]([C:21]1[N:20]2[C:15]([CH2:16][CH2:17][CH2:18][CH2:19]2)=[CH:14][C:13]=1[C:7]1[CH:12]=[CH:11][CH:10]=[CH:9][CH:8]=1)[C:1]([Cl:6])=[O:5].